From a dataset of Catalyst prediction with 721,799 reactions and 888 catalyst types from USPTO. Predict which catalyst facilitates the given reaction. (1) Reactant: [CH:1]1([C:7]2[C:15]3[C:10](=[CH:11][C:12]([C:16]#[N:17])=[CH:13][CH:14]=3)[N:9]([CH2:18][C:19]([N:21]3[CH2:26][CH2:25][O:24][CH2:23][CH2:22]3)=[O:20])[C:8]=2[C:27]2[CH:28]=[C:29]3[C:34](=[CH:35][CH:36]=2)[N:33]=[C:32]([C:37]2[S:41][C:40]([CH3:42])=[N:39][C:38]=2[CH3:43])[CH:31]=[CH:30]3)[CH2:6][CH2:5][CH2:4][CH2:3][CH2:2]1.C[Sn]([N:48]=[N+:49]=[N-:50])(C)C. Product: [CH:1]1([C:7]2[C:15]3[C:10](=[CH:11][C:12]([C:16]4[NH:50][N:49]=[N:48][N:17]=4)=[CH:13][CH:14]=3)[N:9]([CH2:18][C:19]([N:21]3[CH2:22][CH2:23][O:24][CH2:25][CH2:26]3)=[O:20])[C:8]=2[C:27]2[CH:28]=[C:29]3[C:34](=[CH:35][CH:36]=2)[N:33]=[C:32]([C:37]2[S:41][C:40]([CH3:42])=[N:39][C:38]=2[CH3:43])[CH:31]=[CH:30]3)[CH2:6][CH2:5][CH2:4][CH2:3][CH2:2]1. The catalyst class is: 37. (2) Reactant: Cl[C:2]1[N:7]=[C:6]([NH:8][CH2:9][C:10]2[CH:15]=[CH:14][CH:13]=[CH:12][C:11]=2[OH:16])[CH:5]=[CH:4][CH:3]=1.[CH3:17][S:18](C)=O.C[S-].[Na+].CCCCCCC. Product: [CH3:17][S:18][C:2]1[N:7]=[C:6]([NH:8][CH2:9][C:10]2[CH:15]=[CH:14][CH:13]=[CH:12][C:11]=2[OH:16])[CH:5]=[CH:4][CH:3]=1. The catalyst class is: 13. (3) Reactant: [CH2:1]([O:8][C@@H:9]1[C@@H:14]([O:15][CH2:16][C:17]2[CH:22]=[CH:21][CH:20]=[CH:19][CH:18]=2)[C@H:13]([O:23][CH2:24][C:25]2[CH:30]=[CH:29][CH:28]=[CH:27][CH:26]=2)[C@@H:12]([CH2:31][O:32][CH2:33][C:34]2[CH:39]=[CH:38][CH:37]=[CH:36][CH:35]=2)[O:11][C:10]1=[O:40])[C:2]1[CH:7]=[CH:6][CH:5]=[CH:4][CH:3]=1.Br[C:42]1[CH:47]=[C:46]([CH2:48][C:49]2[CH:54]=[CH:53][C:52]([CH2:55][CH3:56])=[CH:51][CH:50]=2)[C:45]([Cl:57])=[CH:44][C:43]=1[O:58][CH3:59].[Li]CCCC. Product: [CH2:1]([O:8][C@@H:9]1[C@@H:14]([O:15][CH2:16][C:17]2[CH:22]=[CH:21][CH:20]=[CH:19][CH:18]=2)[C@H:13]([O:23][CH2:24][C:25]2[CH:26]=[CH:27][CH:28]=[CH:29][CH:30]=2)[C@@H:12]([CH2:31][O:32][CH2:33][C:34]2[CH:35]=[CH:36][CH:37]=[CH:38][CH:39]=2)[O:11][C@:10]1([C:42]1[CH:47]=[C:46]([CH2:48][C:49]2[CH:54]=[CH:53][C:52]([CH2:55][CH3:56])=[CH:51][CH:50]=2)[C:45]([Cl:57])=[CH:44][C:43]=1[O:58][CH3:59])[OH:40])[C:2]1[CH:7]=[CH:6][CH:5]=[CH:4][CH:3]=1. The catalyst class is: 1. (4) Reactant: [C:1]1(B(O)O)[CH:6]=[CH:5][CH:4]=[CH:3][CH:2]=1.[NH:10]1[CH2:16][CH2:15][CH2:14][CH2:13][CH2:12][CH2:11]1.O.O=[CH:19][C:20]([OH:22])=[O:21]. Product: [N:10]1([CH:19]([C:1]2[CH:6]=[CH:5][CH:4]=[CH:3][CH:2]=2)[C:20]([OH:22])=[O:21])[CH2:16][CH2:15][CH2:14][CH2:13][CH2:12][CH2:11]1. The catalyst class is: 2. (5) Reactant: [C:1]([O:5][C:6]([N:8]1[CH2:17][CH2:16][C:15]2[C:10](=[CH:11][CH:12]=[CH:13][C:14]=2[O:18][CH2:19][C:20]([O:22]CC)=[O:21])[CH2:9]1)=[O:7])([CH3:4])([CH3:3])[CH3:2].[Li+].[OH-].Cl. Product: [C:1]([O:5][C:6]([N:8]1[CH2:17][CH2:16][C:15]2[C:10](=[CH:11][CH:12]=[CH:13][C:14]=2[O:18][CH2:19][C:20]([OH:22])=[O:21])[CH2:9]1)=[O:7])([CH3:4])([CH3:2])[CH3:3]. The catalyst class is: 1.